The task is: Predict the reaction yield, written as a fraction of the theoretical maximum amount of product (1.0 means a 100% yield; for example, 0.34 means a 34% yield).. This data is from Reaction yield outcomes from USPTO patents with 853,638 reactions. (1) The reactants are [CH2:1]([C:21]1[C:26]([OH:27])=[C:25]([CH3:28])[C:24]([CH3:29])=[C:23]([OH:30])[C:22]=1[CH3:31])/[CH:2]=[C:3](/[CH2:5][CH2:6][CH2:7][C@@H:8]([CH2:10][CH2:11][CH2:12][C@@H:13]([CH2:15][CH2:16][CH2:17][CH:18]([CH3:20])[CH3:19])[CH3:14])[CH3:9])\[CH3:4].[C:32]([O:35]C(=O)C)(=[O:34])[CH3:33]. The catalyst is N1C=CC=CC=1. The product is [C:32]([OH:35])(=[O:34])[CH3:33].[C:32]([OH:35])(=[O:34])[CH3:33].[CH2:1]([C:21]1[C:26]([OH:27])=[C:25]([CH3:28])[C:24]([CH3:29])=[C:23]([OH:30])[C:22]=1[CH3:31])/[CH:2]=[C:3](/[CH2:5][CH2:6][CH2:7][C@@H:8]([CH2:10][CH2:11][CH2:12][C@@H:13]([CH2:15][CH2:16][CH2:17][CH:18]([CH3:19])[CH3:20])[CH3:14])[CH3:9])\[CH3:4]. The yield is 0.950. (2) The reactants are [CH:1]1([O:7][C:8]2[CH:16]=[CH:15][C:14]([S:17]([CH3:20])(=[O:19])=[O:18])=[CH:13][C:9]=2[C:10]([OH:12])=O)[CH2:6][CH2:5][CH2:4][CH2:3][CH2:2]1.Cl.[CH3:22][S:23]([C:26]1[S:30][C:29]([N:31]2[CH2:36][CH2:35][NH:34][CH2:33][CH2:32]2)=[N:28][CH:27]=1)(=[O:25])=[O:24]. No catalyst specified. The product is [CH:1]1([O:7][C:8]2[CH:16]=[CH:15][C:14]([S:17]([CH3:20])(=[O:19])=[O:18])=[CH:13][C:9]=2[C:10]([N:34]2[CH2:35][CH2:36][N:31]([C:29]3[S:30][C:26]([S:23]([CH3:22])(=[O:25])=[O:24])=[CH:27][N:28]=3)[CH2:32][CH2:33]2)=[O:12])[CH2:2][CH2:3][CH2:4][CH2:5][CH2:6]1. The yield is 0.380. (3) The yield is 0.950. The catalyst is C(O)C.[Pt]=O. The reactants are [OH:1][CH:2]1[CH:14]2[CH:10]([C:11](=[O:15])[O:12][CH2:13]2)[CH:9]=[C:8]2[CH:3]1[CH2:4][CH2:5][CH2:6][CH2:7]2. The product is [OH:1][CH:2]1[CH:14]2[CH:10]([C:11](=[O:15])[O:12][CH2:13]2)[CH2:9][CH:8]2[CH:3]1[CH2:4][CH2:5][CH2:6][CH2:7]2. (4) The reactants are [CH3:1][C:2]1[N:3]=[C:4]([N:12]2[C:16](=[O:17])[NH:15][N:14]=[CH:13]2)[S:5][C:6]=1[C:7]([O:9][CH2:10][CH3:11])=[O:8].C(=O)([O-])[O-].[K+].[K+].CC1C=CC(S(O[CH2:35][CH2:36][CH:37]2[CH2:39][CH2:38]2)(=O)=O)=CC=1. The catalyst is CC(C)=O. The product is [CH:37]1([CH2:36][CH2:35][N:15]2[C:16](=[O:17])[N:12]([C:4]3[S:5][C:6]([C:7]([O:9][CH2:10][CH3:11])=[O:8])=[C:2]([CH3:1])[N:3]=3)[CH:13]=[N:14]2)[CH2:39][CH2:38]1. The yield is 0.630. (5) The reactants are O[CH2:2][C:3]1[CH:8]=[CH:7][N:6]=[C:5]([NH:9][C:10](=[O:12])[CH3:11])[CH:4]=1.C(N(CC)CC)C.CS(Cl)(=O)=O.[Cl:25][C:26]1[CH:27]=[C:28]([CH:42]=[C:43]([CH3:45])[CH:44]=1)[C:29]([C:31]1[NH:36][C:35](=[O:37])[NH:34][C:33](=[O:38])[C:32]=1[CH:39]([CH3:41])[CH3:40])=[O:30].C(=O)([O-])[O-].[K+].[K+].[I-].[Li+]. The catalyst is C(Cl)(Cl)Cl.CN(C=O)C. The product is [Cl:25][C:26]1[CH:27]=[C:28]([CH:42]=[C:43]([CH3:45])[CH:44]=1)[C:29]([C:31]1[N:36]([CH2:2][C:3]2[CH:8]=[CH:7][N:6]=[C:5]([NH:9][C:10](=[O:12])[CH3:11])[CH:4]=2)[C:35](=[O:37])[NH:34][C:33](=[O:38])[C:32]=1[CH:39]([CH3:40])[CH3:41])=[O:30]. The yield is 0.320.